Dataset: Reaction yield outcomes from USPTO patents with 853,638 reactions. Task: Predict the reaction yield, written as a fraction of the theoretical maximum amount of product (1.0 means a 100% yield; for example, 0.34 means a 34% yield). (1) The reactants are [I:1][C:2]1[CH:7]=[CH:6][CH:5]=[CH:4][C:3]=1[CH2:8][C:9]([OH:11])=O.S(Cl)(Cl)=O.[NH2:16][C:17]1[N:22]=[C:21]([C:23]2[O:24][CH:25]=[CH:26][CH:27]=2)[C:20]([C:28]#[N:29])=[C:19]([S:30][CH3:31])[N:18]=1.N1C=CC=CC=1. The catalyst is ClCCl.CN(C)C=O. The product is [C:28]([C:20]1[C:21]([C:23]2[O:24][CH:25]=[CH:26][CH:27]=2)=[N:22][C:17]([NH:16][C:9](=[O:11])[CH2:8][C:3]2[CH:4]=[CH:5][CH:6]=[CH:7][C:2]=2[I:1])=[N:18][C:19]=1[S:30][CH3:31])#[N:29]. The yield is 0.240. (2) The reactants are Cl[C:2]1[CH:3]=[C:4]([C:14]([NH:16][CH2:17][C:18]2[C:19](=[O:26])[NH:20][C:21]([CH3:25])=[CH:22][C:23]=2[CH3:24])=[O:15])[C:5]2[CH:10]=[N:9][N:8]([CH:11]([CH3:13])[CH3:12])[C:6]=2[N:7]=1.[N:27]1[CH:32]=[CH:31][C:30]([CH2:33][NH2:34])=[CH:29][CH:28]=1. The catalyst is CCO. The product is [CH3:24][C:23]1[CH:22]=[C:21]([CH3:25])[NH:20][C:19](=[O:26])[C:18]=1[CH2:17][NH:16][C:14]([C:4]1[C:5]2[CH:10]=[N:9][N:8]([CH:11]([CH3:13])[CH3:12])[C:6]=2[N:7]=[C:2]([NH:34][CH2:33][C:30]2[CH:31]=[CH:32][N:27]=[CH:28][CH:29]=2)[CH:3]=1)=[O:15]. The yield is 0.360. (3) The reactants are C(O[C:9]([N:11]1[CH2:16][CH2:15][N:14]([C:17](=[O:28])[C@H:18]([OH:27])[CH2:19][C:20](=[O:26])[CH2:21][C:22]([OH:25])([CH3:24])[CH3:23])[CH2:13][CH2:12]1)=O)C1C=CC=CC=1.CO.ClC1[C:41]2[C:36](=[CH:37][C:38]([CH3:42])=[CH:39][CH:40]=2)[N:35]=[C:34]([C:43]2[CH:48]=[CH:47][CH:46]=[CH:45][C:44]=2[OH:49])[N:33]=1.C(N(CC)CC)C. The catalyst is C(Cl)Cl.[Pd]. The product is [OH:27][C@H:18]([CH2:19][C:20](=[O:26])[CH2:21][C:22]([OH:25])([CH3:23])[CH3:24])[C:17]([N:14]1[CH2:13][CH2:12][N:11]([C:9]2[C:41]3[C:36](=[CH:37][C:38]([CH3:42])=[CH:39][CH:40]=3)[N:35]=[C:34]([C:43]3[CH:48]=[CH:47][CH:46]=[CH:45][C:44]=3[OH:49])[N:33]=2)[CH2:16][CH2:15]1)=[O:28]. The yield is 0.370. (4) The reactants are [F:1][C:2]1[CH:3]=[C:4]([CH:9]([OH:19])[C:10]2[CH:11]=[CH:12][C:13]([F:18])=[C:14]([CH:17]=2)[C:15]#[N:16])[CH:5]=[C:6]([F:8])[CH:7]=1.O.C[N+]1([O-])CCOCC1. The catalyst is ClCCl.[Ru]([O-])(=O)(=O)=O.C([N+](CCC)(CCC)CCC)CC. The product is [F:1][C:2]1[CH:3]=[C:4]([CH:5]=[C:6]([F:8])[CH:7]=1)[C:9]([C:10]1[CH:11]=[CH:12][C:13]([F:18])=[C:14]([CH:17]=1)[C:15]#[N:16])=[O:19]. The yield is 0.770. (5) The reactants are [F:1][C:2]([F:18])([F:17])[C:3]1[CH:8]=[CH:7][C:6]([C:9]2([CH:15]=O)[CH2:14][CH2:13][CH2:12][CH2:11][CH2:10]2)=[CH:5][CH:4]=1.[CH3:19][NH:20][CH3:21]. No catalyst specified. The product is [CH3:19][N:20]([CH3:21])[CH2:15][C:9]1([C:6]2[CH:7]=[CH:8][C:3]([C:2]([F:18])([F:17])[F:1])=[CH:4][CH:5]=2)[CH2:14][CH2:13][CH2:12][CH2:11][CH2:10]1. The yield is 0.330.